Task: Predict which catalyst facilitates the given reaction.. Dataset: Catalyst prediction with 721,799 reactions and 888 catalyst types from USPTO (1) Reactant: C([N:8]1[CH2:13][CH2:12][CH:11]([C:14]2[N:18]([CH3:19])[N:17]=[N:16][N:15]=2)[CH2:10][CH2:9]1)C1C=CC=CC=1. Product: [CH3:19][N:18]1[C:14]([CH:11]2[CH2:12][CH2:13][NH:8][CH2:9][CH2:10]2)=[N:15][N:16]=[N:17]1. The catalyst class is: 261. (2) Reactant: Cl[C:2]1[N:6]([CH3:7])[C:5]2[C:8]([CH:13]([CH2:16][CH3:17])[CH2:14][CH3:15])=[CH:9][CH:10]=[C:11]([Cl:12])[C:4]=2[N:3]=1.[Cl:18][C:19]1[CH:24]=[C:23]([Cl:25])[CH:22]=[C:21]([CH2:26][N:27]2[CH2:31][CH2:30][CH2:29][CH2:28]2)[C:20]=1[OH:32].C(=O)([O-])[O-].[K+].[K+].CN(C)C=O. Product: [Cl:12][C:11]1[C:4]2[N:3]=[C:2]([O:32][C:20]3[C:21]([CH2:26][N:27]4[CH2:28][CH2:29][CH2:30][CH2:31]4)=[CH:22][C:23]([Cl:25])=[CH:24][C:19]=3[Cl:18])[N:6]([CH3:7])[C:5]=2[C:8]([CH:13]([CH2:16][CH3:17])[CH2:14][CH3:15])=[CH:9][CH:10]=1. The catalyst class is: 6. (3) Reactant: [CH3:1][O:2][C:3](=[O:14])[C:4]1[CH:9]=[CH:8][C:7]([N+:10]([O-:12])=[O:11])=[CH:6][C:5]=1[CH3:13].C(O[CH:20](N(C)C)[N:21]([CH3:23])[CH3:22])(C)(C)C. Product: [CH3:1][O:2][C:3](=[O:14])[C:4]1[CH:9]=[CH:8][C:7]([N+:10]([O-:12])=[O:11])=[CH:6][C:5]=1/[CH:13]=[CH:20]/[N:21]([CH3:23])[CH3:22]. The catalyst class is: 3. (4) Reactant: Cl[C:2]1[N:20]=[C:5]2[C:6]([C:10]3[CH:15]=[CH:14][C:13]([S:16]([CH3:19])(=[O:18])=[O:17])=[CH:12][CH:11]=3)=[CH:7][CH:8]=[CH:9][N:4]2[N:3]=1.[N:21]1[CH:26]=[CH:25][CH:24]=[CH:23][C:22]=1[CH2:27][CH2:28][NH2:29]. Product: [CH3:19][S:16]([C:13]1[CH:14]=[CH:15][C:10]([C:6]2[C:5]3[N:4]([N:3]=[C:2]([NH:29][CH2:28][CH2:27][C:22]4[CH:23]=[CH:24][CH:25]=[CH:26][N:21]=4)[N:20]=3)[CH:9]=[CH:8][CH:7]=2)=[CH:11][CH:12]=1)(=[O:18])=[O:17]. The catalyst class is: 6. (5) Reactant: [C:1]1([C:7]2[N:12]3[N:13]=[C:14]([NH:16][C:17]4[CH:25]=[C:24]5[C:20]([C:21]([NH:26][CH:27]6[CH2:32][CH2:31][N:30](C(OC(C)(C)C)=O)[CH2:29][CH2:28]6)=[N:22][NH:23]5)=[CH:19][CH:18]=4)[N:15]=[C:11]3[CH:10]=[CH:9][CH:8]=2)[CH:6]=[CH:5][CH:4]=[CH:3][CH:2]=1. Product: [C:1]1([C:7]2[N:12]3[N:13]=[C:14]([NH:16][C:17]4[CH:25]=[C:24]5[C:20]([C:21]([NH:26][CH:27]6[CH2:32][CH2:31][NH:30][CH2:29][CH2:28]6)=[N:22][NH:23]5)=[CH:19][CH:18]=4)[N:15]=[C:11]3[CH:10]=[CH:9][CH:8]=2)[CH:2]=[CH:3][CH:4]=[CH:5][CH:6]=1. The catalyst class is: 33. (6) Reactant: [C:1]1([CH2:7][CH2:8][NH2:9])[CH:6]=[CH:5][CH:4]=[CH:3][CH:2]=1.C(=O)(O)[O-].[Na+].[Cl:15][CH2:16][C:17](Cl)=[O:18].O. Product: [Cl:15][CH2:16][C:17]([NH:9][CH2:8][CH2:7][C:1]1[CH:6]=[CH:5][CH:4]=[CH:3][CH:2]=1)=[O:18]. The catalyst class is: 11.